From a dataset of Forward reaction prediction with 1.9M reactions from USPTO patents (1976-2016). Predict the product of the given reaction. Given the reactants Cl.[F:2][C:3]1[CH:8]=[C:7]([F:9])[CH:6]=[CH:5][C:4]=1[C:10]1[CH:15]=[CH:14][C:13]([CH2:16][N:17]2[CH2:22][CH2:21][NH:20][CH2:19][C:18]2=[O:23])=[CH:12][CH:11]=1.[CH:24]1([C:28]([CH3:30])=O)[CH2:27][CH2:26][CH2:25]1, predict the reaction product. The product is: [CH:24]1([CH:28]([N:20]2[CH2:21][CH2:22][N:17]([CH2:16][C:13]3[CH:14]=[CH:15][C:10]([C:4]4[CH:5]=[CH:6][C:7]([F:9])=[CH:8][C:3]=4[F:2])=[CH:11][CH:12]=3)[C:18](=[O:23])[CH2:19]2)[CH3:30])[CH2:27][CH2:26][CH2:25]1.